From a dataset of Peptide-MHC class II binding affinity with 134,281 pairs from IEDB. Regression. Given a peptide amino acid sequence and an MHC pseudo amino acid sequence, predict their binding affinity value. This is MHC class II binding data. (1) The peptide sequence is DFSEAVGSSMRYTCL. The MHC is DRB1_0101 with pseudo-sequence DRB1_0101. The binding affinity (normalized) is 0.461. (2) The MHC is DRB1_0701 with pseudo-sequence DRB1_0701. The binding affinity (normalized) is 0.787. The peptide sequence is ATFIVDPDNTIQHVSVNNLN. (3) The peptide sequence is EELRSLYNTVATLYCVH. The MHC is HLA-DQA10501-DQB10201 with pseudo-sequence HLA-DQA10501-DQB10201. The binding affinity (normalized) is 0. (4) The peptide sequence is QRMFTREELIHFPEF. The MHC is DRB3_0301 with pseudo-sequence DRB3_0301. The binding affinity (normalized) is 0.149. (5) The peptide sequence is CDGERPTLAFLQDVM. The MHC is DRB1_0301 with pseudo-sequence DRB1_0301. The binding affinity (normalized) is 0. (6) The peptide sequence is FLFQRAVAREAIIAL. The MHC is DRB1_1302 with pseudo-sequence DRB1_1302. The binding affinity (normalized) is 0.524. (7) The binding affinity (normalized) is 0. The MHC is DRB1_0101 with pseudo-sequence DRB1_0101. The peptide sequence is ELGRFKHTDACCR. (8) The peptide sequence is ESLHNPYPDYHWLRT. The MHC is DRB1_1201 with pseudo-sequence DRB1_1201. The binding affinity (normalized) is 0. (9) The peptide sequence is DFNEFISFCNANPGL. The MHC is HLA-DPA10201-DPB10101 with pseudo-sequence HLA-DPA10201-DPB10101. The binding affinity (normalized) is 0.287.